The task is: Predict the product of the given reaction.. This data is from Forward reaction prediction with 1.9M reactions from USPTO patents (1976-2016). (1) Given the reactants CN(C=O)C.[Br:6][C:7]1[C:12]([N:13]([CH2:17][CH2:18]Br)[CH2:14][CH2:15]Br)=[CH:11][CH:10]=[C:9]([O:20][CH3:21])[N:8]=1.[CH3:22][O:23][C:24]1[CH:30]=[CH:29][C:27]([NH2:28])=[CH:26][CH:25]=1.C(=O)(O)[O-].[Na+], predict the reaction product. The product is: [Br:6][C:7]1[C:12]([N:13]2[CH2:17][CH2:18][N:28]([C:27]3[CH:29]=[CH:30][C:24]([O:23][CH3:22])=[CH:25][CH:26]=3)[CH2:15][CH2:14]2)=[CH:11][CH:10]=[C:9]([O:20][CH3:21])[N:8]=1. (2) Given the reactants [NH2:1][C:2]1[N:3]=[CH:4][C:5]([C:8]2[C:9]([F:27])=[C:10]([C:20]([CH:23]3[CH2:26][CH2:25][CH2:24]3)=[CH:21][CH:22]=2)[O:11][CH2:12][C:13]([O:15]C(C)(C)C)=[O:14])=[N:6][CH:7]=1, predict the reaction product. The product is: [NH2:1][C:2]1[N:3]=[CH:4][C:5]([C:8]2[C:9]([F:27])=[C:10]([C:20]([CH:23]3[CH2:24][CH2:25][CH2:26]3)=[CH:21][CH:22]=2)[O:11][CH2:12][C:13]([OH:15])=[O:14])=[N:6][CH:7]=1. (3) Given the reactants [Si:1]([O:8][CH2:9][C@H:10]([OH:12])[CH3:11])([C:4]([CH3:7])([CH3:6])[CH3:5])([CH3:3])[CH3:2].O[C:14]1[CH:15]=[C:16]([CH:21]=[C:22]([O:24][CH2:25][C:26]2[CH:31]=[CH:30][CH:29]=[CH:28][CH:27]=2)[CH:23]=1)[C:17]([O:19][CH3:20])=[O:18].C1(P(C2C=CC=CC=2)C2C=CC=CC=2)C=CC=CC=1.CC(OC(/N=N/C(OC(C)C)=O)=O)C, predict the reaction product. The product is: [Si:1]([O:8][CH2:9][C@H:10]([CH3:11])[O:12][C:14]1[CH:15]=[C:16]([CH:21]=[C:22]([O:24][CH2:25][C:26]2[CH:31]=[CH:30][CH:29]=[CH:28][CH:27]=2)[CH:23]=1)[C:17]([O:19][CH3:20])=[O:18])([C:4]([CH3:7])([CH3:6])[CH3:5])([CH3:3])[CH3:2]. (4) Given the reactants CN(C(ON1N=NC2C=CC=NC1=2)=[N+](C)C)C.F[P-](F)(F)(F)(F)F.C(O)(C(F)(F)F)=O.[Br:32][C:33]1[CH:34]=[C:35]2[C:40](=[CH:41][CH:42]=1)[CH:39]=[C:38]([C:43]1[N:44]=[C:45]([C@@H:48]3[CH2:53][C@@H:52]4[C@@H:50]([CH2:51]4)[NH:49]3)[NH:46][CH:47]=1)[CH:37]=[CH:36]2.[CH3:54][O:55][C:56]([NH:58][C@@H:59]([CH:63]([CH3:65])[CH3:64])[C:60](O)=[O:61])=[O:57].CCN(C(C)C)C(C)C, predict the reaction product. The product is: [Br:32][C:33]1[CH:34]=[C:35]2[C:40](=[CH:41][CH:42]=1)[CH:39]=[C:38]([C:43]1[N:44]=[C:45]([C@@H:48]3[CH2:53][C@@H:52]4[C@@H:50]([CH2:51]4)[N:49]3[C:60](=[O:61])[C@@H:59]([NH:58][C:56](=[O:57])[O:55][CH3:54])[CH:63]([CH3:65])[CH3:64])[NH:46][CH:47]=1)[CH:37]=[CH:36]2. (5) Given the reactants [CH2:1]([N:8]1[CH2:13][CH2:12][C:11]2([C:21]3[C:16](=[CH:17][CH:18]=[CH:19][C:20]=3[CH2:22][NH2:23])[N:15]([C:24]3[C:25]4[CH:32]([CH:33]([CH3:35])[CH3:34])[CH2:31][CH2:30][C:26]=4[N:27]=[CH:28][N:29]=3)[CH2:14]2)[CH2:10][CH2:9]1)[C:2]1[CH:7]=[CH:6][CH:5]=[CH:4][CH:3]=1.[CH3:36][C:37]([CH3:39])=O.[BH-](OC(C)=O)(OC(C)=O)OC(C)=O.[Na+], predict the reaction product. The product is: [CH2:1]([N:8]1[CH2:13][CH2:12][C:11]2([C:21]3[C:16](=[CH:17][CH:18]=[CH:19][C:20]=3[CH2:22][NH:23][CH:37]([CH3:39])[CH3:36])[N:15]([C:24]3[C:25]4[CH:32]([CH:33]([CH3:35])[CH3:34])[CH2:31][CH2:30][C:26]=4[N:27]=[CH:28][N:29]=3)[CH2:14]2)[CH2:10][CH2:9]1)[C:2]1[CH:3]=[CH:4][CH:5]=[CH:6][CH:7]=1. (6) Given the reactants [Br:1][C:2]1[CH:7]=[CH:6][C:5]([C:8]2([CH2:12][OH:13])[CH2:11][CH2:10][CH2:9]2)=[CH:4][CH:3]=1.[C:14]([Si:18]([CH3:21])([CH3:20])Cl)([CH3:17])([CH3:16])[CH3:15].N1C=CN=C1.O, predict the reaction product. The product is: [Br:1][C:2]1[CH:3]=[CH:4][C:5]([C:8]2([CH2:12][O:13][Si:18]([C:14]([CH3:17])([CH3:16])[CH3:15])([CH3:21])[CH3:20])[CH2:11][CH2:10][CH2:9]2)=[CH:6][CH:7]=1. (7) Given the reactants [CH3:1][O:2][C:3]1[CH:8]=[CH:7][C:6]([C:9]([C:11]([C:13]2[CH:18]=[CH:17][C:16]([O:19][CH3:20])=[CH:15][CH:14]=2)=O)=O)=[CH:5][CH:4]=1.S(O)(=O)(=O)C.S(O)(=O)(=O)C.[NH2:31][NH:32][C:33]([NH2:35])=[NH:34], predict the reaction product. The product is: [NH2:35][C:33]1[N:32]=[N:31][C:11]([C:13]2[CH:18]=[CH:17][C:16]([O:19][CH3:20])=[CH:15][CH:14]=2)=[C:9]([C:6]2[CH:7]=[CH:8][C:3]([O:2][CH3:1])=[CH:4][CH:5]=2)[N:34]=1. (8) Given the reactants [S:1]1[C:9]2[C:4](=[N:5][CH:6]=[CH:7][CH:8]=2)[N:3]=[C:2]1[O:10][C:11]1[CH:12]=[C:13]2[O:19][C:18]([CH2:20]O)=[CH:17][C:14]2=[N:15][CH:16]=1.S(Cl)([Cl:24])=O, predict the reaction product. The product is: [Cl:24][CH2:20][C:18]1[O:19][C:13]2[C:14](=[N:15][CH:16]=[C:11]([O:10][C:2]3[S:1][C:9]4[C:4]([N:3]=3)=[N:5][CH:6]=[CH:7][CH:8]=4)[CH:12]=2)[CH:17]=1. (9) Given the reactants C[O:2][C:3]1[CH:8]=[CH:7][C:6]([N:9]2[C:13]3[CH:14]=[CH:15][CH:16]=[CH:17][C:12]=3[N:11]=[C:10]2[C:18]2[N:19]([CH2:23][CH2:24][CH3:25])[CH:20]=[CH:21][CH:22]=2)=[CH:5][CH:4]=1.B(Br)(Br)Br, predict the reaction product. The product is: [CH2:23]([N:19]1[CH:20]=[CH:21][CH:22]=[C:18]1[C:10]1[N:9]([C:6]2[CH:7]=[CH:8][C:3]([OH:2])=[CH:4][CH:5]=2)[C:13]2[CH:14]=[CH:15][CH:16]=[CH:17][C:12]=2[N:11]=1)[CH2:24][CH3:25].